Dataset: Full USPTO retrosynthesis dataset with 1.9M reactions from patents (1976-2016). Task: Predict the reactants needed to synthesize the given product. (1) Given the product [CH2:2]([OH:1])[C@@H:3]([C@H:5]([C@H:7]([C@@H:9]([CH3:11])[OH:10])[OH:8])[OH:6])[OH:4], predict the reactants needed to synthesize it. The reactants are: [O:1]=[CH:2][C@@H:3]([C@H:5]([C@H:7]([C@@H:9]([CH3:11])[OH:10])[OH:8])[OH:6])[OH:4]. (2) Given the product [ClH:1].[N:2]12[CH2:11][CH:6]3[CH2:7][CH:8]([CH2:10][CH:4]([C@H:5]3[NH:12][C:26]([C:24]3[O:25][C:21]([C:17]4[CH:18]=[CH:19][CH:20]=[C:15]([C:14]([F:30])([F:13])[F:29])[CH:16]=4)=[CH:22][CH:23]=3)=[O:27])[CH2:3]1)[CH2:9]2, predict the reactants needed to synthesize it. The reactants are: [ClH:1].[N:2]12[CH2:11][CH:6]3[CH2:7][CH:8]([CH2:10][CH:4]([C@H:5]3[NH2:12])[CH2:3]1)[CH2:9]2.[F:13][C:14]([F:30])([F:29])[C:15]1[CH:16]=[C:17]([C:21]2[O:25][C:24]([C:26](O)=[O:27])=[CH:23][CH:22]=2)[CH:18]=[CH:19][CH:20]=1.N. (3) Given the product [Cl:1][C:2]1[CH:3]=[C:4]([C:9]2[CH:14]=[CH:13][C:12]([CH2:15][NH:27][C@@H:17]3[C:26]4[C:21](=[CH:22][CH:23]=[CH:24][CH:25]=4)[CH2:20][CH2:19][CH2:18]3)=[CH:11][CH:10]=2)[CH:5]=[C:6]([Cl:8])[CH:7]=1, predict the reactants needed to synthesize it. The reactants are: [Cl:1][C:2]1[CH:3]=[C:4]([C:9]2[CH:14]=[CH:13][C:12]([CH:15]=O)=[CH:11][CH:10]=2)[CH:5]=[C:6]([Cl:8])[CH:7]=1.[C@@H:17]1([NH2:27])[C:26]2[C:21](=[CH:22][CH:23]=[CH:24][CH:25]=2)[CH2:20][CH2:19][CH2:18]1. (4) Given the product [CH3:27][C:9]1[CH:3]=[C:4]([O:24][CH2:22][CH3:23])[CH:5]=[C:6]([CH3:7])[C:10]=1[C:11]1[C:12]2[N:13]([C:17]([CH3:21])=[C:18]([CH3:20])[N:19]=2)[CH:14]=[CH:15][CH:16]=1, predict the reactants needed to synthesize it. The reactants are: CC1[CH:7]=[CH:6][CH:5]=[C:4](C)[C:3]=1[CH:9]=[CH:10][C:11]1[C:12]2[N:13]([C:17]([CH3:21])=[C:18]([CH3:20])[N:19]=2)[CH:14]=[CH:15][CH:16]=1.[CH2:22]([OH:24])[CH3:23].[H][H].[CH3:27]O. (5) The reactants are: [OH-].[Li+].[Br:3][C:4]1[CH:5]=[CH:6][C:7]([O:22][CH2:23][C:24]2[CH:29]=[CH:28][CH:27]=[CH:26][C:25]=2[O:30][CH3:31])=[C:8]([CH:21]=1)[C:9]([O:11]CC1C=CC=CC=1OC)=[O:10]. Given the product [Br:3][C:4]1[CH:5]=[CH:6][C:7]([O:22][CH2:23][C:24]2[CH:29]=[CH:28][CH:27]=[CH:26][C:25]=2[O:30][CH3:31])=[C:8]([CH:21]=1)[C:9]([OH:11])=[O:10], predict the reactants needed to synthesize it. (6) Given the product [Cl:1][C:2]1[CH:7]=[CH:6][C:5]([NH:8][C:9](=[O:21])[C:10]2[CH:15]=[CH:14][C:13]([C:16]([F:18])([F:19])[F:17])=[N:12][C:11]=2[CH3:20])=[CH:4][C:3]=1[C:35]1[CH:34]=[CH:33][C:32]([F:31])=[CH:37][N:36]=1, predict the reactants needed to synthesize it. The reactants are: [Cl:1][C:2]1[CH:7]=[CH:6][C:5]([NH:8][C:9](=[O:21])[C:10]2[CH:15]=[CH:14][C:13]([C:16]([F:19])([F:18])[F:17])=[N:12][C:11]=2[CH3:20])=[CH:4][C:3]=1B1OC(C)(C)C(C)(C)O1.[F:31][C:32]1[CH:33]=[CH:34][C:35](Br)=[N:36][CH:37]=1. (7) The reactants are: C(N(CC)CC)C.[CH3:8][C@:9]1([OH:19])[C@@H:17]([OH:18])[CH2:16][C@@H:12]2[C:13]([CH3:15])([CH3:14])[C@H:10]1[CH2:11]2.O=S(=O)=O.N1C=CC=CC=1. Given the product [OH:19][C@@:9]1([CH3:8])[C:17](=[O:18])[CH2:16][C@H:12]2[CH2:11][C@@H:10]1[C:13]2([CH3:15])[CH3:14], predict the reactants needed to synthesize it. (8) Given the product [F:1][C:2]1[CH:3]=[C:4]([S:8]([C:11]2[CH:12]=[N:13][C:14]3[C:19]([CH:20]=2)=[CH:18][CH:17]=[CH:16][C:15]=3[N:24]2[CH2:25][C@H:26]3[C@H:22]([CH2:28][N:27]3[C:29]([O:31][C:32]([CH3:35])([CH3:34])[CH3:33])=[O:30])[CH2:23]2)(=[O:10])=[O:9])[CH:5]=[CH:6][CH:7]=1, predict the reactants needed to synthesize it. The reactants are: [F:1][C:2]1[CH:3]=[C:4]([S:8]([C:11]2[CH:12]=[N:13][C:14]3[C:19]([CH:20]=2)=[CH:18][CH:17]=[CH:16][C:15]=3I)(=[O:10])=[O:9])[CH:5]=[CH:6][CH:7]=1.[C@H:22]12[CH2:28][N:27]([C:29]([O:31][C:32]([CH3:35])([CH3:34])[CH3:33])=[O:30])[C@H:26]1[CH2:25][NH:24][CH2:23]2.